Dataset: Catalyst prediction with 721,799 reactions and 888 catalyst types from USPTO. Task: Predict which catalyst facilitates the given reaction. Reactant: C([N:8]1[CH2:17][C:16]([CH3:19])([CH3:18])[C:15]2[N:14]=[C:13]([Cl:20])[CH:12]=[CH:11][C:10]=2[CH2:9]1)C1C=CC=CC=1.[CH:21]([Mg]Br)([CH2:23][CH3:24])[CH3:22]. Product: [ClH:20].[CH3:19][C:16]1([CH3:18])[C:15]2[N:14]=[C:13]([CH:21]([CH3:22])[CH2:23][CH3:24])[CH:12]=[CH:11][C:10]=2[CH2:9][NH:8][CH2:17]1. The catalyst class is: 1.